The task is: Regression. Given a peptide amino acid sequence and an MHC pseudo amino acid sequence, predict their binding affinity value. This is MHC class I binding data.. This data is from Peptide-MHC class I binding affinity with 185,985 pairs from IEDB/IMGT. (1) The peptide sequence is THADAHTQL. The MHC is HLA-A02:12 with pseudo-sequence HLA-A02:12. The binding affinity (normalized) is 0.0847. (2) The peptide sequence is EGAQPGLLSY. The MHC is HLA-A26:01 with pseudo-sequence HLA-A26:01. The binding affinity (normalized) is 0.254.